Dataset: Forward reaction prediction with 1.9M reactions from USPTO patents (1976-2016). Task: Predict the product of the given reaction. (1) Given the reactants [F:1][C:2]1[CH:7]=[C:6]([F:8])[CH:5]=[CH:4][C:3]=1[N+:9]([O-:11])=[O:10].[Li+].[Cl-].C([Cu])#N.[C:17](Cl)(=[O:24])[C:18]1[CH:23]=[CH:22][CH:21]=[CH:20][CH:19]=1.[NH4+].[Cl-], predict the reaction product. The product is: [F:1][C:2]1[C:3]([N+:9]([O-:11])=[O:10])=[CH:4][CH:5]=[C:6]([F:8])[C:7]=1[C:17]([C:18]1[CH:23]=[CH:22][CH:21]=[CH:20][CH:19]=1)=[O:24]. (2) The product is: [Cl:32][C:30]1[CH:31]=[C:23]([NH:22][C:8]([C:7]2[CH:6]([C:11]3[CH:20]=[CH:19][C:18]4[C:13](=[CH:14][CH:15]=[CH:16][CH:17]=4)[CH:12]=3)[CH2:5][C:4](=[O:21])[NH:3][C:2]=2[CH3:1])=[O:10])[CH:24]=[C:25]2[C:29]=1[NH:28][N:27]=[CH:26]2. Given the reactants [CH3:1][C:2]1[NH:3][C:4](=[O:21])[CH2:5][CH:6]([C:11]2[CH:20]=[CH:19][C:18]3[C:13](=[CH:14][CH:15]=[CH:16][CH:17]=3)[CH:12]=2)[C:7]=1[C:8]([OH:10])=O.[NH2:22][C:23]1[CH:24]=[C:25]2[C:29](=[C:30]([Cl:32])[CH:31]=1)[NH:28][N:27]=[CH:26]2.C(Cl)CCl.CCN(CC)CC, predict the reaction product. (3) Given the reactants [N+:1]([C:4]1[CH:8]=[CH:7][N:6]([S:9]([CH2:12][CH2:13][C:14]2[CH:19]=[CH:18][CH:17]=[CH:16][CH:15]=2)(=[O:11])=[O:10])[CH:5]=1)([O-])=O.[N:20]1[CH:25]=[CH:24][CH:23]=[CH:22][C:21]=1[C:26](O[C:26](=[O:27])[C:21]1[CH:22]=[CH:23][CH:24]=[CH:25][N:20]=1)=[O:27].[Sn].ClC(Cl)C, predict the reaction product. The product is: [CH2:12]([S:9]([N:6]1[CH:7]=[CH:8][C:4]([NH:1][C:26](=[O:27])[C:21]2[CH:22]=[CH:23][CH:24]=[CH:25][N:20]=2)=[CH:5]1)(=[O:11])=[O:10])[CH2:13][C:14]1[CH:19]=[CH:18][CH:17]=[CH:16][CH:15]=1.